From a dataset of Catalyst prediction with 721,799 reactions and 888 catalyst types from USPTO. Predict which catalyst facilitates the given reaction. (1) Reactant: [CH:1]1([CH2:4][N:5]2[C:9]3[CH:10]=[CH:11][C:12]([O:18][C:19]4[C:24]([CH:25]=[O:26])=[CH:23][CH:22]=[CH:21][N:20]=4)=[C:13]([C:14]([F:17])([F:16])[F:15])[C:8]=3[N:7]=[N:6]2)[CH2:3][CH2:2]1.[CH3:27][Mg]Br.O. Product: [CH:1]1([CH2:4][N:5]2[C:9]3[CH:10]=[CH:11][C:12]([O:18][C:19]4[C:24]([CH:25]([OH:26])[CH3:27])=[CH:23][CH:22]=[CH:21][N:20]=4)=[C:13]([C:14]([F:16])([F:15])[F:17])[C:8]=3[N:7]=[N:6]2)[CH2:3][CH2:2]1. The catalyst class is: 7. (2) Reactant: [F:1][C:2]1[CH:9]=[C:8]([C:10]2[CH:15]=[CH:14][N:13]=[C:12]3[NH:16][C:17]([C:19]4[CH:20]=[N:21][N:22]([CH2:24][CH2:25][N:26]5[CH2:31][CH2:30][O:29][CH2:28][CH2:27]5)[CH:23]=4)=[N:18][C:11]=23)[CH:7]=[CH:6][C:3]=1[CH2:4][NH2:5].C([O:34][C:35]([C:37]1[O:38][C:39]([CH:42]2[CH2:47][CH2:46][O:45][CH2:44][CH2:43]2)=[N:40][N:41]=1)=O)C.C(N(C(C)C)C(C)C)C. Product: [F:1][C:2]1[CH:9]=[C:8]([C:10]2[CH:15]=[CH:14][N:13]=[C:12]3[NH:16][C:17]([C:19]4[CH:20]=[N:21][N:22]([CH2:24][CH2:25][N:26]5[CH2:31][CH2:30][O:29][CH2:28][CH2:27]5)[CH:23]=4)=[N:18][C:11]=23)[CH:7]=[CH:6][C:3]=1[CH2:4][NH:5][C:35]([C:37]1[O:38][C:39]([CH:42]2[CH2:47][CH2:46][O:45][CH2:44][CH2:43]2)=[N:40][N:41]=1)=[O:34]. The catalyst class is: 10. (3) Reactant: [NH2:1][C:2]1[CH:7]=[CH:6][C:5]([NH:8][C:9]2[N:14]=[C:13]([NH:15][C:16]3[CH:24]=[CH:23][CH:22]=[C:21]4[C:17]=3[C:18](=[O:29])[N:19]([CH2:26][CH2:27][F:28])[CH:20]4[CH3:25])[C:12]([C:30]([F:33])([F:32])[F:31])=[CH:11][N:10]=2)=[C:4]([O:34][CH3:35])[CH:3]=1.C(N(CC)CC)C.[C:43](Cl)(=[O:46])[CH:44]=[CH2:45]. Product: [C:43]([NH:1][C:2]1[CH:7]=[CH:6][C:5]([NH:8][C:9]2[N:14]=[C:13]([NH:15][C:16]3[CH:24]=[CH:23][CH:22]=[C:21]4[C:17]=3[C:18](=[O:29])[N:19]([CH2:26][CH2:27][F:28])[CH:20]4[CH3:25])[C:12]([C:30]([F:32])([F:33])[F:31])=[CH:11][N:10]=2)=[C:4]([O:34][CH3:35])[CH:3]=1)(=[O:46])[CH:44]=[CH2:45]. The catalyst class is: 56. (4) Reactant: NCC([P:6](=[O:15])([OH:14])[O:7][C:8]1[CH:13]=CC=CC=1)(C)C.[C:16](O)(=O)[CH:17](C)O.C(O)(C)C.F[P-](F)(F)(F)(F)F.[N:33]1(O[P+](N2CCCC2)(N2CCCC2)N2CCCC2)[C:37]2C=[CH:39][CH:40]=[CH:41][C:36]=2N=N1.C(N(C(C)C)CC)(C)C. Product: [NH:33]1[CH:39]=[CH:40][CH2:41][CH2:36][CH2:37]1.[PH:6](=[O:15])([O:7][CH2:8][CH3:13])[O:14][CH2:16][CH3:17]. The catalyst class is: 508. (5) Reactant: [Cl:1][C:2]1[CH:22]=[C:21]([Cl:23])[CH:20]=[CH:19][C:3]=1[CH2:4][O:5][C:6]1[CH:18]=[CH:17][C:9]2[CH:10]([C:13]([O:15][CH3:16])=[O:14])[CH2:11][O:12][C:8]=2[CH:7]=1.[H-].[Na+].C=[O:27]. Product: [Cl:1][C:2]1[CH:22]=[C:21]([Cl:23])[CH:20]=[CH:19][C:3]=1[CH2:4][O:5][C:6]1[CH:18]=[CH:17][C:9]2[C:10]([OH:27])([C:13]([O:15][CH3:16])=[O:14])[CH2:11][O:12][C:8]=2[CH:7]=1. The catalyst class is: 3.